This data is from Full USPTO retrosynthesis dataset with 1.9M reactions from patents (1976-2016). The task is: Predict the reactants needed to synthesize the given product. (1) Given the product [CH3:7][O:8][C:9]1[CH:10]=[CH:11][C:12]([S:15]([N:18]([C:19]2[CH:24]=[CH:23][C:22]([O:25][CH3:26])=[CH:21][CH:20]=2)[CH:2]([CH3:3])[CH2:4][CH2:5][CH3:6])(=[O:17])=[O:16])=[CH:13][CH:14]=1, predict the reactants needed to synthesize it. The reactants are: Br[CH:2]([CH2:4][CH2:5][CH3:6])[CH3:3].[CH3:7][O:8][C:9]1[CH:14]=[CH:13][C:12]([S:15]([NH:18][C:19]2[CH:24]=[CH:23][C:22]([O:25][CH3:26])=[CH:21][CH:20]=2)(=[O:17])=[O:16])=[CH:11][CH:10]=1. (2) Given the product [CH:23]1([N:22]2[C:21]3[CH:29]=[CH:30][C:31]([C:33]([OH:35])=[O:34])=[CH:32][C:20]=3[N:19]=[C:18]2[C:13]2[CH:14]=[C:15]3[C:10](=[CH:11][CH:12]=2)[N:9]=[C:8]([C:6]2[CH:5]=[CH:4][C:3]4[O:39][CH2:37][CH2:38][C:2]=4[CH:7]=2)[CH:17]=[CH:16]3)[CH2:24][CH2:25][CH2:26][CH2:27][CH2:28]1, predict the reactants needed to synthesize it. The reactants are: Br[C:2]1[CH:3]=[CH:4][C:5](O)=[C:6]([C:8]2[CH:17]=[CH:16][C:15]3[C:10](=[CH:11][CH:12]=[C:13]([C:18]4[N:22]([CH:23]5[CH2:28][CH2:27][CH2:26][CH2:25][CH2:24]5)[C:21]5[CH:29]=[CH:30][C:31]([C:33]([OH:35])=[O:34])=[CH:32][C:20]=5[N:19]=4)[CH:14]=3)[N:9]=2)[CH:7]=1.[CH2:37]([O:39]C(C1C=CC2N(C3CCCCC3)C(C3C=CC(N)=C(C=O)C=3)=NC=2C=1)=O)[CH3:38].O1C2C=CC(C(=O)C)=CC=2CC1.[OH-].[K+]. (3) Given the product [C:4]1([CH3:26])[CH:9]=[CH:8][CH:7]=[CH:6][C:5]=1[N:10]([C:11]1[CH:16]=[CH:15][CH:14]=[CH:13][C:12]=1[CH3:17])[C:18]1[CH:25]=[CH:24][C:21](/[CH:22]=[CH:45]/[C:44]2[CH:43]=[CH:42][C:41]([N:33]([C:34]3[CH:39]=[CH:38][CH:37]=[CH:36][C:35]=3[CH3:40])[C:28]3[CH:29]=[CH:30][CH:31]=[CH:32][C:27]=3[CH3:56])=[CH:55][CH:54]=2)=[CH:20][CH:19]=1, predict the reactants needed to synthesize it. The reactants are: C[O-].[Na+].[C:4]1([CH3:26])[CH:9]=[CH:8][CH:7]=[CH:6][C:5]=1[N:10]([C:18]1[CH:25]=[CH:24][C:21]([CH:22]=O)=[CH:20][CH:19]=1)[C:11]1[CH:16]=[CH:15][CH:14]=[CH:13][C:12]=1[CH3:17].[C:27]1([CH3:56])[CH:32]=[CH:31][CH:30]=[CH:29][C:28]=1[N:33]([C:41]1[CH:55]=[CH:54][C:44]([CH2:45]P(=O)(OCC)OCC)=[CH:43][CH:42]=1)[C:34]1[CH:39]=[CH:38][CH:37]=[CH:36][C:35]=1[CH3:40]. (4) Given the product [OH:34][C@H:15]([C@@H:16]([CH3:33])[CH:17]=[CH:18][CH2:19][CH2:20][C@@H:21]([OH:32])[C@@H:22]([CH3:31])[C@H:23]([OH:30])[C@@H:24]([CH3:29])[CH:25]=[CH:26][CH:27]=[CH2:28])[C@@H:14]([CH3:35])[CH:13]=[CH:12][CH2:11][CH2:10][CH2:9][CH2:8][CH2:7][CH2:6][CH2:5][CH2:4][C:3]([OH:36])=[O:2], predict the reactants needed to synthesize it. The reactants are: C[O:2][C:3](=[O:36])[CH2:4][CH2:5][CH2:6][CH2:7][CH2:8][CH2:9][CH2:10][CH2:11][CH:12]=[CH:13][C@H:14]([CH3:35])[C@H:15]([OH:34])[C@@H:16]([CH3:33])[CH:17]=[CH:18][CH2:19][CH2:20][C@@H:21]([OH:32])[C@@H:22]([CH3:31])[C@H:23]([OH:30])[C@@H:24]([CH3:29])[CH:25]=[CH:26][CH:27]=[CH2:28].O[Li].O.Cl.